This data is from Reaction yield outcomes from USPTO patents with 853,638 reactions. The task is: Predict the reaction yield, written as a fraction of the theoretical maximum amount of product (1.0 means a 100% yield; for example, 0.34 means a 34% yield). The reactants are [NH2:1][C:2]1[C:11]2[C:6](=[C:7](I)[C:8]([F:12])=[CH:9][CH:10]=2)[N:5]=[N:4][C:3]=1[C:14]([NH:16][CH:17]1[CH2:19][CH2:18]1)=[O:15].[F:20][C:21]1[CH:22]=[C:23](B(O)O)[CH:24]=[N:25][C:26]=1[O:27][CH3:28]. No catalyst specified. The product is [NH2:1][C:2]1[C:11]2[C:6](=[C:7]([C:23]3[CH:24]=[N:25][C:26]([O:27][CH3:28])=[C:21]([F:20])[CH:22]=3)[C:8]([F:12])=[CH:9][CH:10]=2)[N:5]=[N:4][C:3]=1[C:14]([NH:16][CH:17]1[CH2:19][CH2:18]1)=[O:15]. The yield is 0.610.